Dataset: Reaction yield outcomes from USPTO patents with 853,638 reactions. Task: Predict the reaction yield, written as a fraction of the theoretical maximum amount of product (1.0 means a 100% yield; for example, 0.34 means a 34% yield). The reactants are [N:1]1[CH:6]=[CH:5][CH:4]=[CH:3][C:2]=1[S:7][S:8][CH2:9][CH2:10][CH:11]([S:15]([OH:18])(=[O:17])=[O:16])[C:12]([OH:14])=[O:13].O[N:20]1[C:24](=[O:25])[CH2:23][CH2:22][C:21]1=[O:26].C(N=C=NCCCN(C)C)C. The catalyst is CC(N(C)C)=O. The product is [O:26]=[C:21]1[CH2:22][CH2:23][C:24](=[O:25])[N:20]1[O:13][C:12](=[O:14])[CH:11]([S:15]([OH:18])(=[O:16])=[O:17])[CH2:10][CH2:9][S:8][S:7][C:2]1[CH:3]=[CH:4][CH:5]=[CH:6][N:1]=1. The yield is 0.704.